From a dataset of Reaction yield outcomes from USPTO patents with 853,638 reactions. Predict the reaction yield, written as a fraction of the theoretical maximum amount of product (1.0 means a 100% yield; for example, 0.34 means a 34% yield). (1) The reactants are [CH3:1][C:2]1[C:10]2[C:5](=[N:6][CH:7]=[CH:8][C:9]=2[N:11]2[CH:15]=[C:14]([C:16]3[CH:21]=[CH:20][CH:19]=[CH:18][CH:17]=3)[N:13]=[CH:12]2)[N:4](COCC[Si](C)(C)C)[CH:3]=1.[F-].C([N+](CCCC)(CCCC)CCCC)CCC. The yield is 0.760. The catalyst is C1COCC1. The product is [CH3:1][C:2]1[C:10]2[C:5](=[N:6][CH:7]=[CH:8][C:9]=2[N:11]2[CH:15]=[C:14]([C:16]3[CH:17]=[CH:18][CH:19]=[CH:20][CH:21]=3)[N:13]=[CH:12]2)[NH:4][CH:3]=1. (2) The reactants are C=O.[OH-].[Na+].[CH3:5][O:6]CCOC.[CH3:11][C:12]1[C:17]([CH:18]([S:28]([CH2:31][CH2:32][C:33]([F:39])([F:38])[C:34]([F:37])([F:36])[F:35])(=[O:30])=[O:29])[C:19]2[C:24]([F:25])=[CH:23][CH:22]=[C:21]([F:26])[C:20]=2[F:27])=[CH:16][N:15]=[C:14]([C:40]([NH2:42])=[O:41])[CH:13]=1. The catalyst is O. The product is [OH:6][CH2:5][NH:42][C:40]([C:14]1[CH:13]=[C:12]([CH3:11])[C:17]([CH:18]([S:28]([CH2:31][CH2:32][C:33]([F:38])([F:39])[C:34]([F:36])([F:37])[F:35])(=[O:30])=[O:29])[C:19]2[C:24]([F:25])=[CH:23][CH:22]=[C:21]([F:26])[C:20]=2[F:27])=[CH:16][N:15]=1)=[O:41]. The yield is 0.840. (3) The reactants are [N:1]1([CH2:6][CH2:7][CH2:8]O)[CH:5]=[CH:4][CH:3]=[CH:2]1.[Br-:10].[Br-].C1(P(C2C=CC=CC=2)C2C=CC=CC=2)C=CC=CC=1. The catalyst is C(Cl)Cl. The product is [Br:10][CH2:8][CH2:7][CH2:6][N:1]1[CH:5]=[CH:4][CH:3]=[CH:2]1. The yield is 0.520.